This data is from NCI-60 drug combinations with 297,098 pairs across 59 cell lines. The task is: Regression. Given two drug SMILES strings and cell line genomic features, predict the synergy score measuring deviation from expected non-interaction effect. (1) Drug 1: CC1=C2C(C(=O)C3(C(CC4C(C3C(C(C2(C)C)(CC1OC(=O)C(C(C5=CC=CC=C5)NC(=O)OC(C)(C)C)O)O)OC(=O)C6=CC=CC=C6)(CO4)OC(=O)C)OC)C)OC. Drug 2: CC(C)(C#N)C1=CC(=CC(=C1)CN2C=NC=N2)C(C)(C)C#N. Cell line: RXF 393. Synergy scores: CSS=48.0, Synergy_ZIP=14.2, Synergy_Bliss=12.5, Synergy_Loewe=-4.68, Synergy_HSA=14.9. (2) Drug 1: C1=C(C(=O)NC(=O)N1)N(CCCl)CCCl. Drug 2: C1=CC(=CC=C1C#N)C(C2=CC=C(C=C2)C#N)N3C=NC=N3. Cell line: HOP-92. Synergy scores: CSS=15.5, Synergy_ZIP=-8.21, Synergy_Bliss=-14.4, Synergy_Loewe=-14.9, Synergy_HSA=-12.3. (3) Drug 1: CC(C1=C(C=CC(=C1Cl)F)Cl)OC2=C(N=CC(=C2)C3=CN(N=C3)C4CCNCC4)N. Drug 2: COC1=NC(=NC2=C1N=CN2C3C(C(C(O3)CO)O)O)N. Cell line: HS 578T. Synergy scores: CSS=-9.74, Synergy_ZIP=5.84, Synergy_Bliss=5.53, Synergy_Loewe=-5.96, Synergy_HSA=-1.90. (4) Drug 1: COC1=C(C=C2C(=C1)N=CN=C2NC3=CC(=C(C=C3)F)Cl)OCCCN4CCOCC4. Drug 2: COCCOC1=C(C=C2C(=C1)C(=NC=N2)NC3=CC=CC(=C3)C#C)OCCOC.Cl. Cell line: SNB-19. Synergy scores: CSS=8.62, Synergy_ZIP=0.558, Synergy_Bliss=-0.593, Synergy_Loewe=1.78, Synergy_HSA=2.10.